Task: Predict which catalyst facilitates the given reaction.. Dataset: Catalyst prediction with 721,799 reactions and 888 catalyst types from USPTO Reactant: [CH:1]([O:4][C:5](=[O:18])[N:6]([CH3:17])[CH2:7][CH2:8][CH2:9][NH:10]C(=O)C(F)(F)F)([CH3:3])[CH3:2].C(=O)([O-])[O-].[K+].[K+]. Product: [CH:1]([O:4][C:5](=[O:18])[N:6]([CH2:7][CH2:8][CH2:9][NH2:10])[CH3:17])([CH3:3])[CH3:2]. The catalyst class is: 24.